This data is from Forward reaction prediction with 1.9M reactions from USPTO patents (1976-2016). The task is: Predict the product of the given reaction. The product is: [F:19][C:20]1[CH:25]=[CH:24][CH:23]=[CH:22][C:21]=1[C:2]1[CH:3]=[C:4]([N:8]2[CH2:16][CH:15]3[CH2:17][N:11]4[CH2:12][CH:13]([CH2:18][CH:9]2[CH2:10]4)[CH2:14]3)[CH:5]=[N:6][CH:7]=1. Given the reactants Br[C:2]1[CH:3]=[C:4]([N:8]2[CH2:16][CH:15]3[CH2:17][N:11]4[CH2:12][CH:13]([CH2:18][CH:9]2[CH2:10]4)[CH2:14]3)[CH:5]=[N:6][CH:7]=1.[F:19][C:20]1[CH:25]=[CH:24][CH:23]=[CH:22][C:21]=1B(O)O, predict the reaction product.